From a dataset of Forward reaction prediction with 1.9M reactions from USPTO patents (1976-2016). Predict the product of the given reaction. Given the reactants C(C1C=C(C2O[C:11]3[CH2:16][CH2:15][N:14]([C:17]4[N:24]=[CH:23][CH:22]=[CH:21][C:18]=4[C:19]#[N:20])[CH2:13][C:12]=3N=2)C=CC=1)#N.[CH3:26][O:27][C:28]1[CH:29]=[C:30]([C:34]2[O:35][C:36]3[CH2:37][NH:38][CH2:39][CH2:40][C:41]=3[N:42]=2)[CH:31]=[CH:32][CH:33]=1.COC1C=C(C=CC=1)C(O)=O, predict the reaction product. The product is: [CH3:26][O:27][C:28]1[CH:29]=[C:30]([C:34]2[O:35][C:36]3[CH2:37][NH:38][CH2:39][CH2:40][C:41]=3[N:42]=2)[CH:31]=[CH:32][CH:33]=1.[CH3:26][O:27][C:28]1[CH:29]=[C:30]([C:34]2[O:35][C:12]3[CH2:13][N:14]([C:17]4[N:24]=[CH:23][CH:22]=[CH:21][C:18]=4[C:19]#[N:20])[CH2:15][CH2:16][C:11]=3[N:42]=2)[CH:31]=[CH:32][CH:33]=1.